This data is from Full USPTO retrosynthesis dataset with 1.9M reactions from patents (1976-2016). The task is: Predict the reactants needed to synthesize the given product. (1) Given the product [Cl-:15].[Cl-:15].[CH2:1]([C:5]1([Zr+2:19][C:5]2([CH2:1][CH:2]([CH3:4])[CH3:3])[C:9]([CH3:10])=[C:8]([CH3:11])[C:7]([CH3:12])=[C:6]2[CH3:13])[C:9]([CH3:10])=[C:8]([CH3:11])[C:7]([CH3:12])=[C:6]1[CH3:13])[CH:2]([CH3:4])[CH3:3], predict the reactants needed to synthesize it. The reactants are: [CH2:1]([C:5]1([Li])[C:9]([CH3:10])=[C:8]([CH3:11])[C:7]([CH3:12])=[C:6]1[CH3:13])[CH:2]([CH3:4])[CH3:3].[Cl-:15].[Cl-].[Cl-].[Cl-].[Zr+4:19]. (2) Given the product [Cl:1][C:2]1[CH:9]=[CH:8][C:5]([CH2:6][NH:20][C@@H:10]2[C:19]3[C:14](=[CH:15][CH:16]=[CH:17][CH:18]=3)[CH2:13][CH2:12][CH2:11]2)=[CH:4][CH:3]=1, predict the reactants needed to synthesize it. The reactants are: [Cl:1][C:2]1[CH:9]=[CH:8][C:5]([CH:6]=O)=[CH:4][CH:3]=1.[C@@H:10]1([NH2:20])[C:19]2[C:14](=[CH:15][CH:16]=[CH:17][CH:18]=2)[CH2:13][CH2:12][CH2:11]1. (3) Given the product [C:16]([C:15]1[CH:18]=[CH:19][C:12]([CH:8]2[N:7]([C:55]([NH:57][CH2:58][CH2:59][OH:60])=[O:56])[C:6](=[O:24])[N:5]([C:25]3[CH:30]=[CH:29][CH:28]=[C:27]([C:31]([F:34])([F:32])[F:33])[CH:26]=3)[C:4]3[CH2:3][N:2]([CH3:1])[C:10](=[O:11])[C:9]2=3)=[C:13]([S:20]([CH3:23])(=[O:21])=[O:22])[CH:14]=1)#[N:17], predict the reactants needed to synthesize it. The reactants are: [CH3:1][N:2]1[C:10](=[O:11])[C:9]2[CH:8]([C:12]3[CH:19]=[CH:18][C:15]([C:16]#[N:17])=[CH:14][C:13]=3[S:20]([CH3:23])(=[O:22])=[O:21])[NH:7][C:6](=[O:24])[N:5]([C:25]3[CH:30]=[CH:29][CH:28]=[C:27]([C:31]([F:34])([F:33])[F:32])[CH:26]=3)[C:4]=2[CH2:3]1.C(C1[C@@H](C2C=CC(C#N)=CC=2S(C)(=O)=O)N([C:55]([NH:57][CH2:58][CH2:59][OH:60])=[O:56])C(=O)N(C2C=CC=C(C(F)(F)F)C=2)C=1C)#N.C(C1C=CC([C@@H]2C(C#N)=C(C)N(C3C=CC=C(C(F)(F)F)C=3)C(=O)N2)=C(S(C)(=O)=O)C=1)#N. (4) The reactants are: [N:1]12[CH2:10][CH:5]3[CH2:6][CH:7]([CH2:9][CH:3]([C:4]3=O)[CH2:2]1)[CH2:8]2.Cl.[CH2:13]([O:20][NH2:21])[C:14]1[CH:19]=[CH:18][CH:17]=[CH:16][CH:15]=1.Cl. Given the product [CH2:13]([O:20][N:21]=[C:4]1[CH:5]2[CH2:10][N:1]3[CH2:8][CH:7]([CH2:9][CH:3]1[CH2:2]3)[CH2:6]2)[C:14]1[CH:19]=[CH:18][CH:17]=[CH:16][CH:15]=1, predict the reactants needed to synthesize it. (5) Given the product [CH:9]1([C:16]([NH:2][CH:3]([CH3:4])[C:5]([OH:7])=[O:6])=[O:17])[CH2:15][CH2:14][CH2:13][CH2:12][CH2:11][CH2:10]1, predict the reactants needed to synthesize it. The reactants are: Cl.[NH2:2][CH:3]([C:5]([O:7]C)=[O:6])[CH3:4].[CH:9]1([C:16](Cl)=[O:17])[CH2:15][CH2:14][CH2:13][CH2:12][CH2:11][CH2:10]1.